Predict which catalyst facilitates the given reaction. From a dataset of Catalyst prediction with 721,799 reactions and 888 catalyst types from USPTO. (1) Reactant: Cl[C:2]1[CH:3]=[C:4]2[C:12](=[O:13])[C:11]3[CH:14]=[C:15]([CH2:18][CH3:19])[N:16]=[CH:17][C:10]=3[CH:9]=[CH:8][C:5]2=[N:6][CH:7]=1.[CH3:20][N:21]1[CH:25]=[C:24](B2OC(C)(C)C(C)(C)O2)[CH:23]=[N:22]1.F[B-](F)(F)F.C([PH+](C(C)(C)C)C(C)(C)C)(C)(C)C.[F-].[K+]. Product: [CH2:18]([C:15]1[N:16]=[CH:17][C:10]2[CH:9]=[CH:8][C:5]3=[N:6][CH:7]=[C:2]([C:24]4[CH:23]=[N:22][N:21]([CH3:20])[CH:25]=4)[CH:3]=[C:4]3[C:12](=[O:13])[C:11]=2[CH:14]=1)[CH3:19]. The catalyst class is: 533. (2) Reactant: [N:1]([C:4]1[CH:9]=[C:8]([Cl:10])[CH:7]=[CH:6][C:5]=1Br)=[N+:2]=[N-:3].B1([C:21]2[N:25]([CH:26]3[O:31][CH2:30][CH2:29][CH2:28][CH2:27]3)[N:24]=[CH:23][CH:22]=2)OC(C)(C)C(C)(C)O1.C([O-])([O-])=O.[Na+].[Na+].COCCOC. Product: [N:1]([C:4]1[CH:9]=[C:8]([Cl:10])[CH:7]=[CH:6][C:5]=1[C:21]1[N:25]([CH:26]2[CH2:27][CH2:28][CH2:29][CH2:30][O:31]2)[N:24]=[CH:23][CH:22]=1)=[N+:2]=[N-:3]. The catalyst class is: 103. (3) Reactant: [CH3:1][C:2]1[CH:7]=[CH:6][C:5]([S:8]([O:11][CH2:12][C@H:13]2[O:15][CH2:14]2)(=[O:10])=[O:9])=[CH:4][CH:3]=1.C[Al](C)C.[CH3:20][O:21][C:22](=[O:43])[CH2:23][C@H:24]([NH:35][CH2:36][C:37]1[CH:42]=[CH:41][CH:40]=[CH:39][CH:38]=1)[C:25]([O:27][CH2:28][C:29]1[CH:34]=[CH:33][CH:32]=[CH:31][CH:30]=1)=[O:26].C(=O)=O.CC(C)=O.[F-].[Na+].O. Product: [CH2:36]([N:35]([CH2:14][C@H:13]([OH:15])[CH2:12][O:11][S:8]([C:5]1[CH:4]=[CH:3][C:2]([CH3:1])=[CH:7][CH:6]=1)(=[O:9])=[O:10])[C@@H:24]([CH2:23][C:22]([O:21][CH3:20])=[O:43])[C:25]([O:27][CH2:28][C:29]1[CH:34]=[CH:33][CH:32]=[CH:31][CH:30]=1)=[O:26])[C:37]1[CH:38]=[CH:39][CH:40]=[CH:41][CH:42]=1. The catalyst class is: 390. (4) Reactant: C(N=[CH:6][C:7]1[CH:8]=[C:9]2[C:14](=[CH:15][CH:16]=1)[N:13]=[CH:12][CH:11]=[C:10]2Cl)CCC.[O-:18][CH2:19][CH2:20][CH2:21][CH3:22].[Na+].C([OH:28])CCC. Product: [CH2:19]([O:18][C:10]1[C:9]2[C:14](=[CH:15][CH:16]=[C:7]([CH:6]=[O:28])[CH:8]=2)[N:13]=[CH:12][CH:11]=1)[CH2:20][CH2:21][CH3:22]. The catalyst class is: 33. (5) Reactant: Cl.Cl.[CH2:3]([O:10][C:11](=[O:38])[N:12]([CH2:14][CH2:15][N:16]1[CH:20]=[C:19]([C:21]2[CH:26]=[CH:25][C:24]([F:27])=[C:23]([C:28]([F:31])([F:30])[F:29])[CH:22]=2)[N:18]=[C:17]1[CH:32]1[CH2:37][CH2:36][NH:35][CH2:34][CH2:33]1)[CH3:13])[C:4]1[CH:9]=[CH:8][CH:7]=[CH:6][CH:5]=1.Cl[C:40]1[C:41]2[CH2:48][C:47](=[O:49])[NH:46][C:42]=2[N:43]=[CH:44][N:45]=1. Product: [CH2:3]([O:10][C:11](=[O:38])[N:12]([CH2:14][CH2:15][N:16]1[CH:20]=[C:19]([C:21]2[CH:26]=[CH:25][C:24]([F:27])=[C:23]([C:28]([F:31])([F:30])[F:29])[CH:22]=2)[N:18]=[C:17]1[CH:32]1[CH2:33][CH2:34][N:35]([C:40]2[C:41]3[CH2:48][C:47](=[O:49])[NH:46][C:42]=3[N:43]=[CH:44][N:45]=2)[CH2:36][CH2:37]1)[CH3:13])[C:4]1[CH:5]=[CH:6][CH:7]=[CH:8][CH:9]=1. The catalyst class is: 3. (6) Reactant: [C:1]([C:5]1[C:14]2[CH:13]=[C:12]([NH:15][CH2:16][CH3:17])[CH:11]=[CH:10][C:9]=2[C:8]([CH3:19])([CH3:18])[CH2:7][CH:6]=1)([CH3:4])([CH3:3])[CH3:2].F[C:21]1[CH:29]=[CH:28][C:24]([C:25]([OH:27])=[O:26])=[CH:23][N:22]=1.CCOCC. Product: [C:1]([C:5]1[C:14]2[CH:13]=[C:12]([N:15]([CH2:16][CH3:17])[C:21]3[CH:29]=[CH:28][C:24]([C:25]([OH:27])=[O:26])=[CH:23][N:22]=3)[CH:11]=[CH:10][C:9]=2[C:8]([CH3:18])([CH3:19])[CH2:7][CH:6]=1)([CH3:4])([CH3:2])[CH3:3]. The catalyst class is: 11. (7) Product: [CH:23]1([N:22]2[C:21]3[CH:29]=[CH:30][C:31]([C:33]([OH:35])=[O:34])=[CH:32][C:20]=3[N:19]=[C:18]2[C:13]2[CH:14]=[C:15]3[C:10](=[CH:11][CH:12]=2)[N:9]=[C:47]([C:44]2[O:45][C:46]4[C:38]([OH:37])=[CH:39][CH:40]=[CH:41][C:42]=4[CH:43]=2)[CH:48]=[CH:16]3)[CH2:24][CH2:25][CH2:26][CH2:27][CH2:28]1. The catalyst class is: 8. Reactant: BrC1C=CC(O)=C(C2C=[CH:16][C:15]3[C:10](=[CH:11][CH:12]=[C:13]([C:18]4[N:22]([CH:23]5[CH2:28][CH2:27][CH2:26][CH2:25][CH2:24]5)[C:21]5[CH:29]=[CH:30][C:31]([C:33]([OH:35])=[O:34])=[CH:32][C:20]=5[N:19]=4)[CH:14]=3)[N:9]=2)C=1.[OH:37][C:38]1[C:46]2[O:45][C:44]([C:47](=O)[CH3:48])=[CH:43][C:42]=2[CH:41]=[CH:40][CH:39]=1.[OH-].[K+].